From a dataset of Catalyst prediction with 721,799 reactions and 888 catalyst types from USPTO. Predict which catalyst facilitates the given reaction. Reactant: [F:1][C:2]([F:18])([F:17])[C:3]([C:5]1[C:13]2[C:8](=[CH:9][CH:10]=[CH:11][CH:12]=2)[N:7]([CH2:14][C:15]#[CH:16])[CH:6]=1)=[O:4].[CH:19]1[C:24]([I:25])=[CH:23][CH:22]=[C:21](I)[CH:20]=1. Product: [F:18][C:2]([F:1])([F:17])[C:3]([C:5]1[C:13]2[C:8](=[CH:9][CH:10]=[CH:11][CH:12]=2)[N:7]([CH2:14][C:15]#[C:16][C:21]2[CH:20]=[CH:19][C:24]([I:25])=[CH:23][CH:22]=2)[CH:6]=1)=[O:4]. The catalyst class is: 122.